Dataset: Reaction yield outcomes from USPTO patents with 853,638 reactions. Task: Predict the reaction yield, written as a fraction of the theoretical maximum amount of product (1.0 means a 100% yield; for example, 0.34 means a 34% yield). (1) The reactants are [H-].[Na+].[O:3]=[C:4]1[NH:8][C:7]2([CH2:13][CH2:12][N:11]([C:14]([O:16][C:17]([CH3:20])([CH3:19])[CH3:18])=[O:15])[CH2:10][CH2:9]2)[S:6][CH2:5]1.[Cl:21][C:22]1[CH:23]=[C:24]2[C:29](=[CH:30][CH:31]=1)[CH:28]=[C:27]([S:32]([CH2:35][CH2:36][CH2:37]Cl)(=[O:34])=[O:33])[CH:26]=[CH:25]2.ClC1C=C2C(=CC=1)C=C(S(CCCBr)(=O)=O)C=C2. The catalyst is CN(C=O)C.O. The product is [Cl:21][C:22]1[CH:23]=[C:24]2[C:29](=[CH:30][CH:31]=1)[CH:28]=[C:27]([S:32]([CH2:35][CH2:36][CH2:37][N:8]1[C:7]3([CH2:13][CH2:12][N:11]([C:14]([O:16][C:17]([CH3:20])([CH3:19])[CH3:18])=[O:15])[CH2:10][CH2:9]3)[S:6][CH2:5][C:4]1=[O:3])(=[O:34])=[O:33])[CH:26]=[CH:25]2. The yield is 0.450. (2) The yield is 0.310. The reactants are CC1(C)C(C)(C)OB([C:9]2[CH2:10][CH2:11][O:12][CH2:13][CH:14]=2)O1.[O-]P([O-])([O-])=O.[K+].[K+].[K+].[CH2:24]([O:31][C:32]([NH:34][C:35]1[C:36]([C:46]([NH:48][C:49]2[CH:50]=[N:51][CH:52]=[CH:53][C:54]=2[N:55]2[CH2:60][C@H:59]([CH3:61])[C@H:58]([NH:62][C:63](=[O:66])[O:64][CH3:65])[C@H:57]([NH:67][C:68](=[O:74])[O:69][C:70]([CH3:73])([CH3:72])[CH3:71])[CH2:56]2)=[O:47])=[N:37][C:38]2[C:43]([CH:44]=1)=[CH:42][CH:41]=[C:40](Br)[CH:39]=2)=[O:33])[C:25]1[CH:30]=[CH:29][CH:28]=[CH:27][CH:26]=1.O. The product is [CH2:24]([O:31][C:32]([NH:34][C:35]1[C:36]([C:46]([NH:48][C:49]2[CH:50]=[N:51][CH:52]=[CH:53][C:54]=2[N:55]2[CH2:60][C@H:59]([CH3:61])[C@H:58]([NH:62][C:63](=[O:66])[O:64][CH3:65])[C@H:57]([NH:67][C:68](=[O:74])[O:69][C:70]([CH3:73])([CH3:72])[CH3:71])[CH2:56]2)=[O:47])=[N:37][C:38]2[C:43]([CH:44]=1)=[CH:42][CH:41]=[C:40]([C:9]1[CH2:10][CH2:11][O:12][CH2:13][CH:14]=1)[CH:39]=2)=[O:33])[C:25]1[CH:26]=[CH:27][CH:28]=[CH:29][CH:30]=1. The catalyst is O1CCOCC1.C1(P(C2CCCCC2)C2C=CC=CC=2C2C(C(C)C)=CC(C(C)C)=CC=2C(C)C)CCCCC1.NC1C=CC=CC=1C1C=CC=CC=1[Pd]Cl. (3) The reactants are Cl[C:2]1[CH:3]=[C:4]([CH:8]=[C:9]([Cl:11])[N:10]=1)[C:5]([OH:7])=[O:6].Cl.[CH3:13][NH:14][CH2:15][C:16]1(C)[CH2:18][CH2:17]1.[C:20](=O)([O-])[O-].[Cs+].[Cs+]. The catalyst is CN(C=O)C. The product is [Cl:11][C:9]1[CH:8]=[C:4]([CH:3]=[C:2]([N:14]([CH3:13])[CH2:15][CH:16]2[CH2:18][CH:17]2[CH3:20])[N:10]=1)[C:5]([OH:7])=[O:6]. The yield is 0.900. (4) The reactants are [Br:1][C:2]1[N:7]=[CH:6][C:5]2[N:8]=[C:9]([CH2:14][OH:15])[N:10]([CH:11]([CH3:13])[CH3:12])[C:4]=2[CH:3]=1.[H-].[Na+].Br[CH2:19][CH2:20][O:21][CH:22]1[CH2:27][CH2:26][CH2:25][CH2:24][O:23]1. The yield is 0.660. The product is [Br:1][C:2]1[N:7]=[CH:6][C:5]2[N:8]=[C:9]([CH2:14][O:15][CH2:19][CH2:20][O:21][CH:22]3[CH2:27][CH2:26][CH2:25][CH2:24][O:23]3)[N:10]([CH:11]([CH3:12])[CH3:13])[C:4]=2[CH:3]=1. The catalyst is CN(C)C=O.